From a dataset of Forward reaction prediction with 1.9M reactions from USPTO patents (1976-2016). Predict the product of the given reaction. Given the reactants Br[C:2]1[CH:7]=[CH:6][C:5]([C:8]([OH:11])([CH3:10])[CH3:9])=[CH:4][N:3]=1.C(NC(C1C(=O)C2C(=NC=CC=2)N(C2C=CC=C(Br)C=2)C=1)=O)(C)C.[CH3:36][Si:37]([C:40]#[CH:41])([CH3:39])[CH3:38].C1(C(O)(C#C)C)C=CC=CC=1, predict the reaction product. The product is: [OH:11][C:8]([C:5]1[CH:6]=[CH:7][C:2]([C:41]#[C:40][Si:37]([CH3:39])([CH3:38])[CH3:36])=[N:3][CH:4]=1)([CH3:10])[CH3:9].